Predict the product of the given reaction. From a dataset of Forward reaction prediction with 1.9M reactions from USPTO patents (1976-2016). Given the reactants [F:1][CH:2]([F:21])[O:3][C:4]1[N:8]([CH3:9])[N:7]=[C:6]([C:10]([F:13])([F:12])[F:11])[C:5]=1[CH2:14][S:15][C:16]1[O:17][CH:18]=[CH:19][N:20]=1.ClC1C=CC=C(C(OO)=[O:30])C=1, predict the reaction product. The product is: [F:21][CH:2]([F:1])[O:3][C:4]1[N:8]([CH3:9])[N:7]=[C:6]([C:10]([F:12])([F:13])[F:11])[C:5]=1[CH2:14][S:15]([C:16]1[O:17][CH:18]=[CH:19][N:20]=1)=[O:30].